From a dataset of Catalyst prediction with 721,799 reactions and 888 catalyst types from USPTO. Predict which catalyst facilitates the given reaction. (1) Reactant: [BH4-].[Na+].[CH2:3]([N:10]([CH2:30][C:31]1[CH:36]=[CH:35][CH:34]=[CH:33][CH:32]=1)[C:11]1[C:16]2[N:17]=[C:18]([CH2:24][O:25][CH2:26][CH3:27])[N:19]([N:20]=[C:21]([CH3:23])[CH3:22])[C:15]=2[C:14]([CH3:28])=[C:13]([CH3:29])[N:12]=1)[C:4]1[CH:9]=[CH:8][CH:7]=[CH:6][CH:5]=1. Product: [CH2:3]([N:10]([CH2:30][C:31]1[CH:32]=[CH:33][CH:34]=[CH:35][CH:36]=1)[C:11]1[C:16]2[N:17]=[C:18]([CH2:24][O:25][CH2:26][CH3:27])[N:19]([NH:20][CH:21]([CH3:23])[CH3:22])[C:15]=2[C:14]([CH3:28])=[C:13]([CH3:29])[N:12]=1)[C:4]1[CH:5]=[CH:6][CH:7]=[CH:8][CH:9]=1. The catalyst class is: 5. (2) Reactant: [C:1]([C:5]1[CH:24]=[CH:23][C:8]([C:9]([C:11]2[N:12]([CH2:16][CH2:17][CH2:18][C:19]([O:21][CH3:22])=[O:20])[CH:13]=[CH:14][CH:15]=2)=O)=[CH:7][CH:6]=1)([CH3:4])([CH3:3])[CH3:2].[Li+].C[Si]([N-][Si](C)(C)C)(C)C.C1COCC1.S(Cl)(C)(=O)=O. Product: [C:1]([C:5]1[CH:24]=[CH:23][C:8]([C:9]2[C:11]3[N:12]([CH:13]=[CH:14][CH:15]=3)[CH2:16][CH2:17][C:18]=2[C:19]([O:21][CH3:22])=[O:20])=[CH:7][CH:6]=1)([CH3:4])([CH3:3])[CH3:2]. The catalyst class is: 56.